Dataset: Forward reaction prediction with 1.9M reactions from USPTO patents (1976-2016). Task: Predict the product of the given reaction. (1) Given the reactants C(OC(=O)[NH:7][CH2:8][C:9]1[CH:14]=[C:13]([N:15]2[CH2:20][CH2:19][N:18]([CH3:21])[CH2:17][CH2:16]2)[CH:12]=[C:11]([Cl:22])[C:10]=1[F:23])(C)(C)C.Cl, predict the reaction product. The product is: [Cl:22][C:11]1[C:10]([F:23])=[C:9]([CH:14]=[C:13]([N:15]2[CH2:16][CH2:17][N:18]([CH3:21])[CH2:19][CH2:20]2)[CH:12]=1)[CH2:8][NH2:7]. (2) Given the reactants [C:1]([O:5][C:6]([N:8]1[CH2:11][CH:10]([C:12]([OH:14])=O)[CH2:9]1)=[O:7])([CH3:4])([CH3:3])[CH3:2].Cl.[CH3:16][O:17][C:18](=[O:22])[CH2:19][CH2:20][NH2:21].C(N(C(C)C)CC)(C)C.CCN=C=NCCCN(C)C.CN(C1C=CC=CN=1)C, predict the reaction product. The product is: [C:1]([O:5][C:6]([N:8]1[CH2:9][CH:10]([C:12](=[O:14])[NH:21][CH2:20][CH2:19][C:18]([O:17][CH3:16])=[O:22])[CH2:11]1)=[O:7])([CH3:2])([CH3:3])[CH3:4].